From a dataset of Full USPTO retrosynthesis dataset with 1.9M reactions from patents (1976-2016). Predict the reactants needed to synthesize the given product. (1) Given the product [Br:1][C:2]1[CH:3]=[C:4]2[C:14](=[CH:15][CH:16]=1)[O:13][C:7]1[CH:8]=[N:9][C:10]([Cl:12])=[CH:11][C:6]=1[C:5]2([CH:18]([CH3:20])[CH2:19][OH:25])[OH:17], predict the reactants needed to synthesize it. The reactants are: [Br:1][C:2]1[CH:3]=[C:4]2[C:14](=[CH:15][CH:16]=1)[O:13][C:7]1[CH:8]=[N:9][C:10]([Cl:12])=[CH:11][C:6]=1[C:5]2([C:18]([CH3:20])=[CH2:19])[OH:17].B.C1C[O:25]CC1.[OH-].[Na+].OO. (2) The reactants are: [CH:1]12[CH2:10][CH:5]3[CH2:6][CH:7]([CH2:9][CH:3]([CH2:4]3)[CH:2]1[N:11]1[C:14](=[O:15])[CH2:13][N:12]1C(OCC1C=CC=CC=1)=O)[CH2:8]2. Given the product [CH:1]12[CH2:8][CH:7]3[CH2:6][CH:5]([CH2:4][CH:3]([CH2:9]3)[CH:2]1[N:11]1[C:14](=[O:15])[CH2:13][NH:12]1)[CH2:10]2, predict the reactants needed to synthesize it. (3) Given the product [OH:38][CH2:37][C@@H:33]([NH:32][C:28]([C:26]1[NH:27][C:23]([C:8]2[CH:9]=[C:10]([O:12][Si:13]([CH:14]([CH3:15])[CH3:16])([CH:20]([CH3:22])[CH3:21])[CH:17]([CH3:18])[CH3:19])[CH:11]=[C:6]([O:5][C@@H:4]([CH3:31])[CH2:3][O:2][CH3:1])[CH:7]=2)=[CH:24][CH:25]=1)=[O:29])[C@H:34]([OH:35])[CH3:36], predict the reactants needed to synthesize it. The reactants are: [CH3:1][O:2][CH2:3][C@H:4]([CH3:31])[O:5][C:6]1[CH:7]=[C:8]([C:23]2[NH:27][C:26]([C:28](O)=[O:29])=[CH:25][CH:24]=2)[CH:9]=[C:10]([O:12][Si:13]([CH:20]([CH3:22])[CH3:21])([CH:17]([CH3:19])[CH3:18])[CH:14]([CH3:16])[CH3:15])[CH:11]=1.[NH2:32][C@H:33]([CH2:37][OH:38])[C@@H:34]([CH3:36])[OH:35].[Cl-].COC1N=C(OC)N=C([N+]2(C)CCOCC2)N=1. (4) The reactants are: CS(C)=O.[CH3:5][N:6]([CH3:12])[C@H:7]1[CH2:11][CH2:10][NH:9][CH2:8]1.[C:13]([C:15]1[C:20]2[N:21]=[C:22]([C:24]([N:26]([CH3:35])[CH2:27][CH2:28][C:29]3[CH:34]=[CH:33][CH:32]=[CH:31][CH:30]=3)=[O:25])[O:23][C:19]=2[C:18](F)=[C:17]([C:37]2[CH:42]=[CH:41][CH:40]=[CH:39][CH:38]=2)[C:16]=1[CH3:43])#[N:14].C(N(CC)CC)C. Given the product [C:13]([C:15]1[C:20]2[N:21]=[C:22]([C:24]([N:26]([CH3:35])[CH2:27][CH2:28][C:29]3[CH:30]=[CH:31][CH:32]=[CH:33][CH:34]=3)=[O:25])[O:23][C:19]=2[C:18]([N:9]2[CH2:10][CH2:11][C@H:7]([N:6]([CH3:12])[CH3:5])[CH2:8]2)=[C:17]([C:37]2[CH:42]=[CH:41][CH:40]=[CH:39][CH:38]=2)[C:16]=1[CH3:43])#[N:14], predict the reactants needed to synthesize it. (5) Given the product [Cl:25][C:5]1[C:4]2[C:9](=[CH:10][CH:11]=[C:2]([CH:38]([C:34]3[O:33][C:32]([CH3:31])=[N:36][C:35]=3[CH3:37])[OH:39])[CH:3]=2)[N:8]=[C:7]([O:12][CH3:13])[C:6]=1[CH2:14][C:15]1[CH:20]=[CH:19][C:18]([C:21]([F:24])([F:23])[F:22])=[CH:17][CH:16]=1, predict the reactants needed to synthesize it. The reactants are: Br[C:2]1[CH:3]=[C:4]2[C:9](=[CH:10][CH:11]=1)[N:8]=[C:7]([O:12][CH3:13])[C:6]([CH2:14][C:15]1[CH:20]=[CH:19][C:18]([C:21]([F:24])([F:23])[F:22])=[CH:17][CH:16]=1)=[C:5]2[Cl:25].[Li]CCCC.[CH3:31][C:32]1[O:33][C:34]([CH:38]=[O:39])=[C:35]([CH3:37])[N:36]=1. (6) Given the product [NH2:8][C:9]1[S:13][C:12]([C:14]2[CH:15]=[CH:16][CH:17]=[CH:18][CH:19]=2)=[N:11][C:10]=1[C:20]([NH:23][C:24]1[CH:25]=[N:26][CH:27]=[CH:28][CH:29]=1)=[O:22], predict the reactants needed to synthesize it. The reactants are: C(OC([NH:8][C:9]1[S:13][C:12]([C:14]2[CH:19]=[CH:18][CH:17]=[CH:16][CH:15]=2)=[N:11][C:10]=1[C:20]([OH:22])=O)=O)(C)(C)C.[NH2:23][C:24]1[CH:25]=[N:26][CH:27]=[CH:28][CH:29]=1. (7) Given the product [C:25]([C:24]1[NH:23][N:22]=[N:21][C:20]=1[C:15]1[CH:16]=[C:17]2[C:12](=[CH:13][CH:14]=1)[CH:11]=[C:10]([O:9][CH2:8][CH2:7][CH2:6][CH2:5][C:4]([OH:27])=[O:3])[CH:19]=[CH:18]2)#[N:26], predict the reactants needed to synthesize it. The reactants are: C([O:3][C:4](=[O:27])[CH2:5][CH2:6][CH2:7][CH2:8][O:9][C:10]1[CH:19]=[CH:18][C:17]2[C:12](=[CH:13][CH:14]=[C:15]([C:20]3[N:21]=[N:22][NH:23][C:24]=3[C:25]#[N:26])[CH:16]=2)[CH:11]=1)C.[O-]S([O-])(=O)=O.[Mg+2]. (8) Given the product [NH2:8][C:7]1[C:2]([SH:1])=[N:3][CH:4]=[CH:5][C:6]=1[NH:11][C@H:12]([C:14]1[N:15]([C:29]2[CH:30]=[CH:31][CH:32]=[CH:33][CH:34]=2)[C:16](=[O:28])[C:17]2[C:22]([CH:23]=1)=[CH:21][CH:20]=[CH:19][C:18]=2[C:24]([F:25])([F:27])[F:26])[CH3:13], predict the reactants needed to synthesize it. The reactants are: [SH:1][C:2]1[C:7]([N+:8]([O-])=O)=[C:6]([NH:11][C@H:12]([C:14]2[N:15]([C:29]3[CH:34]=[CH:33][CH:32]=[CH:31][CH:30]=3)[C:16](=[O:28])[C:17]3[C:22]([CH:23]=2)=[CH:21][CH:20]=[CH:19][C:18]=3[C:24]([F:27])([F:26])[F:25])[CH3:13])[CH:5]=[CH:4][N:3]=1. (9) Given the product [CH2:19]([O:20][C:2](=[O:3])[CH:4]=[CH:5][C:6]1[CH:7]=[CH:8][CH:9]=[CH:10][C:11]=1[OH:1])[CH2:18][C:15]1[CH:16]=[CH:17][CH:12]=[CH:13][CH:14]=1, predict the reactants needed to synthesize it. The reactants are: [O:1]1[C:11]2[C:6](=[CH:7][CH:8]=[CH:9][CH:10]=2)[CH:5]=[CH:4][C:2]1=[O:3].[CH:12]1[CH:13]=[CH:14][C:15]([CH2:18][CH2:19][OH:20])=[CH:16][CH:17]=1.[H-].[Na+]. (10) Given the product [Cl:34][C:4]1[C:3]([O:2][CH3:1])=[CH:8][C:7]([O:9][CH3:10])=[CH:6][C:5]=1[C:11]1[C:16]([C:17]2[C:18]([F:25])=[CH:19][C:20]([F:24])=[CH:21][C:22]=2[F:23])=[C:15]([CH3:26])[N:14]=[N:13][C:12]=1[C:27]1[CH:32]=[CH:31][CH:30]=[CH:29][C:28]=1[F:33], predict the reactants needed to synthesize it. The reactants are: [CH3:1][O:2][C:3]1[CH:4]=[C:5]([C:11]2[C:16]([C:17]3[C:22]([F:23])=[CH:21][C:20]([F:24])=[CH:19][C:18]=3[F:25])=[C:15]([CH3:26])[N:14]=[N:13][C:12]=2[C:27]2[CH:32]=[CH:31][CH:30]=[CH:29][C:28]=2[F:33])[CH:6]=[C:7]([O:9][CH3:10])[CH:8]=1.[Cl:34]N1C(=O)CCC1=O.N(C(C)(C)C#N)=NC(C)(C)C#N.